This data is from Forward reaction prediction with 1.9M reactions from USPTO patents (1976-2016). The task is: Predict the product of the given reaction. Given the reactants [Cl:1][C:2]1[N:12]=[C:11]2[C:5]([NH:6][C:7](=[O:20])[C:8]([CH2:18][CH3:19])([CH2:16][CH3:17])[CH2:9][N:10]2[CH:13]([CH3:15])[CH3:14])=[CH:4][N:3]=1.[CH3:21]I.[H-].[Na+], predict the reaction product. The product is: [Cl:1][C:2]1[N:12]=[C:11]2[C:5]([N:6]([CH3:21])[C:7](=[O:20])[C:8]([CH2:16][CH3:17])([CH2:18][CH3:19])[CH2:9][N:10]2[CH:13]([CH3:15])[CH3:14])=[CH:4][N:3]=1.